Dataset: Reaction yield outcomes from USPTO patents with 853,638 reactions. Task: Predict the reaction yield, written as a fraction of the theoretical maximum amount of product (1.0 means a 100% yield; for example, 0.34 means a 34% yield). (1) The reactants are [N+:1]([C:4]1[CH:10]=[CH:9][C:7]([NH2:8])=[CH:6][CH:5]=1)([O-:3])=[O:2].CCN(CC)CC.[CH3:18][S:19](Cl)(=[O:21])=[O:20]. The catalyst is C(Cl)Cl. The product is [CH3:18][S:19]([N:8]([S:19]([CH3:18])(=[O:21])=[O:20])[C:7]1[CH:9]=[CH:10][C:4]([N+:1]([O-:3])=[O:2])=[CH:5][CH:6]=1)(=[O:21])=[O:20]. The yield is 0.980. (2) The reactants are [OH:1][C@H:2]1[C:10]2[C:5](=[CH:6][CH:7]=[CH:8][CH:9]=2)[CH2:4][C@:3]1([CH2:20][C:21]1[CH:30]=[CH:29][C:24]([C:25]([NH:27][CH3:28])=[O:26])=[CH:23][CH:22]=1)[C:11]1[CH2:12][C:13]2[C:18]([CH:19]=1)=[CH:17][CH:16]=[CH:15][CH:14]=2.C1CCC(N=C=NC2CCCCC2)CC1.C([NH:63][C@H:64]([C:69](O)=[O:70])[CH2:65][CH:66]([CH3:68])[CH3:67])(OCC1C2C(=CC=CC=2)C2C1=CC=CC=2)=O. The catalyst is CN(C1C=CN=CC=1)C.C(OCC)(=O)C. The product is [NH2:63][C@H:64]([C:69]([O:1][C@H:2]1[C:10]2[C:5](=[CH:6][CH:7]=[CH:8][CH:9]=2)[CH2:4][C@:3]1([CH2:20][C:21]1[CH:30]=[CH:29][C:24]([C:25](=[O:26])[NH:27][CH3:28])=[CH:23][CH:22]=1)[C:11]1[CH2:12][C:13]2[C:18]([CH:19]=1)=[CH:17][CH:16]=[CH:15][CH:14]=2)=[O:70])[CH2:65][CH:66]([CH3:68])[CH3:67]. The yield is 0.520. (3) The reactants are [CH:1]([C:3]1[CH:4]=[N:5][CH:6]=[N:7][CH:8]=1)=O.[Cl:9][C:10]1[CH:15]=[CH:14][C:13]([S:16]([NH2:19])(=[O:18])=[O:17])=[CH:12][CH:11]=1.CC1C=CC(S(O)(=O)=O)=CC=1. The catalyst is C1(C)C=CC=CC=1. The product is [Cl:9][C:10]1[CH:11]=[CH:12][C:13]([S:16](/[N:19]=[CH:1]/[C:3]2[CH:4]=[N:5][CH:6]=[N:7][CH:8]=2)(=[O:17])=[O:18])=[CH:14][CH:15]=1. The yield is 0.810. (4) The reactants are Br[C:2]1[CH:3]=[C:4]([CH:8]=[C:9]([N+:11]([O-:13])=[O:12])[CH:10]=1)[N:5]([CH3:7])[CH3:6].[N:14]1C=CC=C[CH:15]=1.C([Cu])#N.N. The catalyst is O. The product is [CH3:6][N:5]([CH3:7])[C:4]1[CH:3]=[C:2]([CH:10]=[C:9]([N+:11]([O-:13])=[O:12])[CH:8]=1)[C:15]#[N:14]. The yield is 0.330. (5) The reactants are [Cl:1][C:2]1[C:6]2=[N:7][C:8]([C:11](=[O:13])[CH3:12])=[CH:9][CH:10]=[C:5]2[NH:4][CH:3]=1.[C:14](O[C:14]([O:16][C:17]([CH3:20])([CH3:19])[CH3:18])=[O:15])([O:16][C:17]([CH3:20])([CH3:19])[CH3:18])=[O:15]. The yield is 0.672. The product is [C:11]([C:8]1[N:7]=[C:6]2[C:2]([Cl:1])=[CH:3][N:4]([C:14]([O:16][C:17]([CH3:20])([CH3:19])[CH3:18])=[O:15])[C:5]2=[CH:10][CH:9]=1)(=[O:13])[CH3:12]. The catalyst is CN(C1C=CN=CC=1)C.CC#N. (6) The reactants are Br[C:2]1[CH:3]=[C:4]2[C:13](=[CH:14][CH:15]=1)[C:12]1[N:8]([CH:9]=[C:10]([C:16]3[N:20]([CH2:21][CH:22]([O:24][CH3:25])[CH3:23])[N:19]=[CH:18][N:17]=3)[N:11]=1)[CH2:7][CH2:6][O:5]2.C([Sn](CCCC)(CCCC)[C:31]([O:33][CH2:34][CH3:35])=[CH2:32])CCC.[Li+].[Cl-].[F-].[K+]. The catalyst is C1COCC1.C1C=CC([P]([Pd]([P](C2C=CC=CC=2)(C2C=CC=CC=2)C2C=CC=CC=2)([P](C2C=CC=CC=2)(C2C=CC=CC=2)C2C=CC=CC=2)[P](C2C=CC=CC=2)(C2C=CC=CC=2)C2C=CC=CC=2)(C2C=CC=CC=2)C2C=CC=CC=2)=CC=1. The product is [CH2:34]([O:33][C:31]([C:2]1[CH:3]=[C:4]2[C:13](=[CH:14][CH:15]=1)[C:12]1[N:8]([CH:9]=[C:10]([C:16]3[N:20]([CH2:21][CH:22]([O:24][CH3:25])[CH3:23])[N:19]=[CH:18][N:17]=3)[N:11]=1)[CH2:7][CH2:6][O:5]2)=[CH2:32])[CH3:35]. The yield is 0.660. (7) The reactants are C([O:8][C:9]1[CH:14]=[CH:13][C:12]([C:15]2[N:19]([C:20]3[CH:25]=[CH:24][CH:23]=[CH:22][C:21]=3[O:26][CH3:27])[N:18]=[C:17]([CH:28]3[CH2:33][C:32]([CH3:35])([CH3:34])[O:31][C:30]([CH3:37])([CH3:36])[CH2:29]3)[CH:16]=2)=[CH:11][CH:10]=1)C1C=CC=CC=1. The catalyst is [Pd].CO. The product is [CH3:27][O:26][C:21]1[CH:22]=[CH:23][CH:24]=[CH:25][C:20]=1[N:19]1[C:15]([C:12]2[CH:13]=[CH:14][C:9]([OH:8])=[CH:10][CH:11]=2)=[CH:16][C:17]([CH:28]2[CH2:33][C:32]([CH3:35])([CH3:34])[O:31][C:30]([CH3:37])([CH3:36])[CH2:29]2)=[N:18]1. The yield is 1.00.